From a dataset of Reaction yield outcomes from USPTO patents with 853,638 reactions. Predict the reaction yield, written as a fraction of the theoretical maximum amount of product (1.0 means a 100% yield; for example, 0.34 means a 34% yield). (1) The yield is 0.120. The reactants are [NH2:1][C:2]1[CH:17]=[CH:16][C:15]([F:18])=[CH:14][C:3]=1[C:4]([NH:6][C:7]1[CH:12]=[CH:11][CH:10]=[CH:9][C:8]=1[Cl:13])=[O:5].[Cl:19][CH2:20][C:21](Cl)=O. The product is [Cl:19][CH2:20][C:21]1[N:6]([C:7]2[CH:12]=[CH:11][CH:10]=[CH:9][C:8]=2[Cl:13])[C:4](=[O:5])[C:3]2[C:2](=[CH:17][CH:16]=[C:15]([F:18])[CH:14]=2)[N:1]=1. The catalyst is C(O)(=O)C. (2) The reactants are [N:1]1[CH:6]=[CH:5][C:4]([C:7]2[N:8]=[C:9]([NH2:12])[S:10][CH:11]=2)=[CH:3][CH:2]=1.[CH3:13][C:14]1[CH:15]=[C:16]([CH:19]=[CH:20][CH:21]=1)[CH:17]=O.[BH4-].[Na+]. The catalyst is C1COCC1.O. The product is [CH3:13][C:14]1[CH:15]=[C:16]([CH:19]=[CH:20][CH:21]=1)[CH2:17][NH:12][C:9]1[S:10][CH:11]=[C:7]([C:4]2[CH:3]=[CH:2][N:1]=[CH:6][CH:5]=2)[N:8]=1. The yield is 0.220. (3) The catalyst is C(O)C.O. The reactants are [Br:1][C:2]1[CH:7]=[CH:6][CH:5]=[CH:4][C:3]=1[CH2:8][CH2:9]Br.[S:11]([O-:14])([O-:13])=[O:12].[Na+:15].[Na+]. The product is [Br:1][C:2]1[CH:7]=[CH:6][CH:5]=[CH:4][C:3]=1[CH2:8][CH2:9][S:11]([O-:14])(=[O:13])=[O:12].[Na+:15]. The yield is 0.590.